Dataset: Catalyst prediction with 721,799 reactions and 888 catalyst types from USPTO. Task: Predict which catalyst facilitates the given reaction. (1) Reactant: [Cl-].O[NH3+:3].[C:4](=[O:7])([O-])[OH:5].[Na+].CS(C)=O.[CH2:13]([C:17]1[N:18]=[C:19]([CH3:47])[N:20]([CH2:39][C:40]2[CH:45]=[CH:44][C:43]([F:46])=[CH:42][CH:41]=2)[C:21](=[O:38])[C:22]=1[CH2:23][C:24]1[CH:29]=[CH:28][C:27]([C:30]2[C:31]([C:36]#[N:37])=[CH:32][CH:33]=[CH:34][CH:35]=2)=[CH:26][CH:25]=1)[CH2:14][CH2:15][CH3:16]. Product: [CH2:13]([C:17]1[N:18]=[C:19]([CH3:47])[N:20]([CH2:39][C:40]2[CH:45]=[CH:44][C:43]([F:46])=[CH:42][CH:41]=2)[C:21](=[O:38])[C:22]=1[CH2:23][C:24]1[CH:25]=[CH:26][C:27]([C:30]2[CH:35]=[CH:34][CH:33]=[CH:32][C:31]=2[C:36]2[NH:3][C:4](=[O:7])[O:5][N:37]=2)=[CH:28][CH:29]=1)[CH2:14][CH2:15][CH3:16]. The catalyst class is: 13. (2) Reactant: O1[C:5]2([CH2:10][CH2:9][CH:8]([N:11]3[C:22]4=[C:23]5[C:18](=[CH:19][CH:20]=[CH:21]4)[CH:17]=[N:16][CH:15]=[C:14]5[CH2:13][CH2:12]3)[CH2:7][CH2:6]2)[O:4]CC1.[OH-].[Na+]. Product: [N:11]1([CH:8]2[CH2:7][CH2:6][C:5](=[O:4])[CH2:10][CH2:9]2)[C:22]2=[C:23]3[C:18](=[CH:19][CH:20]=[CH:21]2)[CH:17]=[N:16][CH:15]=[C:14]3[CH2:13][CH2:12]1. The catalyst class is: 33. (3) Reactant: C[O:2][C:3](=[O:31])[CH2:4][N:5]1[CH2:9][CH2:8][CH2:7][C@H:6]1[C:10]1[NH:11][C:12]2[C:17]([CH:18]=1)=[CH:16][C:15]([Cl:19])=[CH:14][C:13]=2[N:20]([CH2:26][CH2:27][CH:28]([CH3:30])[CH3:29])[CH2:21][CH2:22][CH:23]([CH3:25])[CH3:24].C[O-].[Na+]. Product: [CH3:24][CH:23]([CH3:25])[CH2:22][CH2:21][N:20]([CH2:26][CH2:27][CH:28]([CH3:30])[CH3:29])[C:13]1[CH:14]=[C:15]([Cl:19])[CH:16]=[C:17]2[C:12]=1[NH:11][C:10]([C@@H:6]1[CH2:7][CH2:8][CH2:9][N:5]1[CH2:4][C:3]([OH:31])=[O:2])=[CH:18]2. The catalyst class is: 5. (4) Reactant: [N:1]1[CH:6]=[CH:5][C:4]([CH:7]([NH:9][C:10]([C:12]2[C:20]3[C:15](=[N:16][CH:17]=[C:18]([C:21]4[C:29]5[C:24](=[CH:25][C:26]([F:30])=[CH:27][CH:28]=5)[N:23]([CH2:31][CH2:32][N:33]5[CH2:38][CH2:37][O:36][CH2:35][CH2:34]5)[N:22]=4)[N:19]=3)[N:14](COCC[Si](C)(C)C)[CH:13]=2)=[O:11])[CH3:8])=[CH:3][CH:2]=1.FC(F)(F)C(O)=O.C(N)CN. Product: [N:1]1[CH:6]=[CH:5][C:4]([CH:7]([NH:9][C:10]([C:12]2[C:20]3[C:15](=[N:16][CH:17]=[C:18]([C:21]4[C:29]5[C:24](=[CH:25][C:26]([F:30])=[CH:27][CH:28]=5)[N:23]([CH2:31][CH2:32][N:33]5[CH2:38][CH2:37][O:36][CH2:35][CH2:34]5)[N:22]=4)[N:19]=3)[NH:14][CH:13]=2)=[O:11])[CH3:8])=[CH:3][CH:2]=1. The catalyst class is: 4.